This data is from Reaction yield outcomes from USPTO patents with 853,638 reactions. The task is: Predict the reaction yield, written as a fraction of the theoretical maximum amount of product (1.0 means a 100% yield; for example, 0.34 means a 34% yield). (1) The reactants are [CH3:1][C:2]1([CH3:19])[CH2:9][CH:8]2[CH:6]([O:7]2)[CH2:5][N:4]([S:10]([C:13]2[CH:18]=[CH:17][CH:16]=[CH:15][N:14]=2)(=[O:12])=[O:11])[CH2:3]1.[N-:20]=[N+:21]=[N-:22].[Na+].[NH4+].[Cl-]. The catalyst is CO.O. The product is [N:20]([CH:8]1[CH2:9][C:2]([CH3:19])([CH3:1])[CH2:3][N:4]([S:10]([C:13]2[CH:18]=[CH:17][CH:16]=[CH:15][N:14]=2)(=[O:12])=[O:11])[CH2:5][CH:6]1[OH:7])=[N+:21]=[N-:22]. The yield is 0.290. (2) The reactants are [CH3:1][C:2]1[O:3][C:4]([C:7]2[CH:12]=[CH:11][C:10]([NH:13][C:14]([NH2:16])=[S:15])=[CH:9][CH:8]=2)=[CH:5][N:6]=1.Br[CH:18]1[CH2:23][CH2:22][CH2:21][CH:20]([C:24]2[CH:29]=[CH:28][CH:27]=[CH:26][CH:25]=2)[C:19]1=O. The catalyst is C(O)C. The product is [CH3:1][C:2]1[O:3][C:4]([C:7]2[CH:8]=[CH:9][C:10]([NH:13][C:14]3[S:15][C:26]4[CH2:27][CH2:28][CH2:29][CH:24]([C:20]5[CH:21]=[CH:22][CH:23]=[CH:18][CH:19]=5)[C:25]=4[N:16]=3)=[CH:11][CH:12]=2)=[CH:5][N:6]=1. The yield is 0.440. (3) The reactants are [CH3:1][O:2][C:3](=[O:16])[C:4]1[CH:9]=[CH:8][C:7]([CH2:10][F:11])=[CH:6][C:5]=1[NH:12]C(=O)C.S(=O)(=O)(O)O. The catalyst is CO. The product is [CH3:1][O:2][C:3](=[O:16])[C:4]1[CH:9]=[CH:8][C:7]([CH2:10][F:11])=[CH:6][C:5]=1[NH2:12]. The yield is 1.00. (4) No catalyst specified. The reactants are Cl[C:2]1[N:7]=[C:6]([C:8]([O:10]CC)=O)[C:5]([N+:13]([O-])=O)=[C:4]([NH:16][CH:17]2[CH2:21][CH2:20][CH2:19][CH2:18]2)[N:3]=1.ClC1N=[C:27]([C:29]([O:31]CC)=O)[C:26]([N+]([O-])=O)=[C:25](Cl)N=1.[CH:38]1(N)[CH2:42]CCC1.C([N:47](C(C)C)CC)(C)C.[O:53]1[CH2:57]CCC1. The product is [CH:17]1([N:16]2[C:57](=[O:53])[NH:13][C:5]3[C:4]2=[N:3][C:2]([C:26]2[CH:25]=[CH:38][CH:42]=[C:29]([OH:31])[CH:27]=2)=[N:7][C:6]=3[C:8]([NH2:47])=[O:10])[CH2:18][CH2:19][CH2:20][CH2:21]1. The yield is 0.710. (5) The reactants are [O:1]1[CH2:18][CH:2]1[CH2:3][O:4][C:5]1[C:17]2[C:16]3[C:11](=[CH:12][CH:13]=[CH:14][CH:15]=3)[NH:10][C:9]=2[CH:8]=[CH:7][CH:6]=1.[CH2:19]([N:26]1[CH2:31][CH2:30][NH:29][CH2:28][CH2:27]1)[C:20]1[CH:25]=[CH:24][CH:23]=[CH:22][CH:21]=1.C(OC(C)C)(C)C. The catalyst is C1COCC1.C(OCC)(=O)C. The product is [CH2:19]([N:26]1[CH2:31][CH2:30][N:29]([CH2:18][CH:2]([OH:1])[CH2:3][O:4][C:5]2[C:17]3[C:16]4[C:11](=[CH:12][CH:13]=[CH:14][CH:15]=4)[NH:10][C:9]=3[CH:8]=[CH:7][CH:6]=2)[CH2:28][CH2:27]1)[C:20]1[CH:21]=[CH:22][CH:23]=[CH:24][CH:25]=1. The yield is 0.920.